From a dataset of NCI-60 drug combinations with 297,098 pairs across 59 cell lines. Regression. Given two drug SMILES strings and cell line genomic features, predict the synergy score measuring deviation from expected non-interaction effect. (1) Drug 1: CCCS(=O)(=O)NC1=C(C(=C(C=C1)F)C(=O)C2=CNC3=C2C=C(C=N3)C4=CC=C(C=C4)Cl)F. Drug 2: CC1=CC=C(C=C1)C2=CC(=NN2C3=CC=C(C=C3)S(=O)(=O)N)C(F)(F)F. Cell line: NCI-H322M. Synergy scores: CSS=5.96, Synergy_ZIP=3.91, Synergy_Bliss=6.33, Synergy_Loewe=1.61, Synergy_HSA=0.362. (2) Drug 1: CN1CCC(CC1)COC2=C(C=C3C(=C2)N=CN=C3NC4=C(C=C(C=C4)Br)F)OC. Drug 2: CS(=O)(=O)CCNCC1=CC=C(O1)C2=CC3=C(C=C2)N=CN=C3NC4=CC(=C(C=C4)OCC5=CC(=CC=C5)F)Cl. Cell line: DU-145. Synergy scores: CSS=3.11, Synergy_ZIP=-5.84, Synergy_Bliss=-5.67, Synergy_Loewe=-11.6, Synergy_HSA=-7.60.